This data is from Drug-target binding data from BindingDB using IC50 measurements. The task is: Regression. Given a target protein amino acid sequence and a drug SMILES string, predict the binding affinity score between them. We predict pIC50 (pIC50 = -log10(IC50 in M); higher means more potent). Dataset: bindingdb_ic50. (1) The small molecule is CCCCc1nn(-c2ccc(C(=O)OCC)cc2Cl)c(=O)n1Cc1ccc(-c2ccccc2S(=O)(=O)NC(=O)c2ccccc2Cl)cc1. The target protein (P35351) has sequence MKDNFSFAATSRNITSSLPFDNLNATGTNESAFNCSHKPADKHLEAIPVLYYMIFVIGFAVNIVVVSLFCCQKGPKKVSSIYIFNLAVADLLLLATLPLWATYYSYRYDWLFGPVMCKVFGSFLTLNMFASIFFITCMSVDRYQSVIYPFLSQRRNPWQASYVVPLVWCMACLSSLPTFYFRDVRTIEYLGVNACIMAFPPEKYAQWSAGIALMKNILGFIIPLIFIATCYFGIRKHLLKTNSYGKNRITRDQVLKMAAAVVLAFIICWLPFHVLTFLDALTWMGIINSCEVIAVIDLALPFAILLGFTNSCVNPFLYCFVGNRFQQKLRSVFRVPITWLQGKRETMSCRKSSSLREMDTFVS. The pIC50 is 6.7. (2) The small molecule is C[C@]1(/C=C/C#N)[C@H](C(=O)[O-])N2C(=O)C[C@H]2S1(=O)=O. The target protein sequence is MKFLLAFSLLIPSVVFASSSKFQQVEQDVKAIEVSLSARIGVSVLDTQNGEYWDYNGNQRFPLTSTFKTIACAKLLYDAEQGKVNPNSTVEIKKADLVTYSPVIEKQVGQAITLDDACFATMTTSDNTAANIILSAVGGPKGVTDFLRQIGDKETRLDRIEPDLNEGKLGDLRDTTTPKAIASTLNKFLFGSALSEMNQKKLESWMVNNQVTGNLLRSVLPAGWNIADRSGAGGFGARSITAVVWSEHQAPIIVSIYLAQTQASMAERNDAIVKIGHSIFDVYTSQSR. The pIC50 is 7.0. (3) The drug is CC(C)(C)c1ccc(S(=O)(=O)Nc2ccc(Cl)cc2-c2nccnc2NCCO)cc1. The target protein (P51686) has sequence MTPTDFTSPIPNMADDYGSESTSSMEDYVNFNFTDFYCEKNNVRQFASHFLPPLYWLVFIVGALGNSLVILVYWYCTRVKTMTDMFLLNLAIADLLFLVTLPFWAIAAADQWKFQTFMCKVVNSMYKMNFYSCVLLIMCISVDRYIAIAQAMRAHTWREKRLLYSKMVCFTIWVLAAALCIPEILYSQIKEESGIAICTMVYPSDESTKLKSAVLTLKVILGFFLPFVVMACCYTIIIHTLIQAKKSSKHKALKVTITVLTVFVLSQFPYNCILLVQTIDAYAMFISNCAVSTNIDICFQVTQTIAFFHSCLNPVLYVFVGERFRRDLVKTLKNLGCISQAQWVSFTRREGSLKLSSMLLETTSGALSL. The pIC50 is 6.8. (4) The drug is O=C(c1cnn[nH]1)N1CC2CCC(C1)N2S(=O)(=O)c1cccc2c1NSN2. The target protein (P42330) has sequence MDSKHQCVKLNDGHFMPVLGFGTYAPPEVPRSKALEVTKLAIEAGFRHIDSAHLYNNEEQVGLAIRSKIADGSVKREDIFYTSKLWSTFHRPELVRPALENSLKKAQLDYVDLYLIHSPMSLKPGEELSPTDENGKVIFDIVDLCTTWEAMEKCKDAGLAKSIGVSNFNRRQLEMILNKPGLKYKPVCNQVECHPYFNRSKLLDFCKSKDIVLVAYSALGSQRDKRWVDPNSPVLLEDPVLCALAKKHKRTPALIALRYQLQRGVVVLAKSYNEQRIRQNVQVFEFQLTAEDMKAIDGLDRNLHYFNSDSFASHPNYPYSDEY. The pIC50 is 8.9. (5) The small molecule is Cn1c(OC2CCN(c3ccc(N4CCNCC4)cc3)CC2)nc(-c2ccncn2)cc1=O. The target protein sequence is MSGRPRTTSFAESCKPVQQPSAFGSMKVSRDKDGSKVTTVVATPGQGPDRPQEVSYTDTKVIGNGSFGVVYQAKLCDSGELVAIKKVLQDKRFKNRELQIMRKLDHCNIVRLRYFFYSSGEKKDEVYLNLVLDYVPETVYRVARHYSRAKQTLPVIYVKLYMYQLFRSLAYIHSFGICHRDIKPQNLLLDPDTAVLKLCDFGSAKQLVRGEPNVSYICSRYYRAPELIFGATDYTSSIDVWSAGCVLAELLLGQPIFPGDSGVDQLVEIIKVLGTPTREQIREMNPNYTEFKFPQIKAHPWTKVFRPRTPPEAIALCSRLLEYTPTARLTPLEACAHSFFDELRDPNVKLPNGRDTPALFNFTTQELSSNPPLATILIPPHARIQAAASTPSNTTAASDANAGDRGQTNNAASASASDS. The pIC50 is 8.0. (6) The compound is O=C(CSCc1ccc(F)cc1)Nc1nc2c(s1)CCCC2. The target protein sequence is MSRRLNNILEHISIQGNDGETVRAVKRDVAMAALTNQFTMSVESMRQIMTYLLYEMVEGLEGRESTVRMLPSYVYKADPKRATGVFYALDLGGTNFRVLRVACKEGAVVDSSTSAFKIPKYALEGNATDLFGFIASNVKKTMETRAPEDLNRTVPLGFTFSFPVEQTKVNRGVLIRWTKGFSTKGVQGNDVIALLQAAFGRVSLKVNVVALCNDTVGTLISHYFKDPEVQVGVIIGTGSNACYFETASAVTKDPAVAARGSALTPINMESGNFDSKYRFVLPTTKFDLDIDDASLNKGQQALEKMISGMYLGEIARRVIVHLSSINCLPAALQTALGNRGSFESRFAGMISADRMPGLQFTRSTIQKVCGVDVQSIEDLRIIRDVCRLVRGRAAQLSASFCCAPLVKTQTQGRATIAIDGSVFEKIPSFRRVLQDNINRILGPECDVRAVLAKDGSGIGAAFISAMVVNDK. The pIC50 is 2.1. (7) The small molecule is Cc1ccc(C(=O)CBr)cc1. The target is XTSFAESXKPVQQPSAFGS. The pIC50 is 5.6. (8) The small molecule is Cc1onc(-c2ccccc2Cl)c1C(=O)N[C@@H]1C(=O)N2[C@@H](C(=O)O)C(C)(C)S[C@H]12. The target protein sequence is MSWIVLLIAGLLEVVWAIGLKYTHGFTRLTPSIITIAAMIVSIAMLSWAMRTLPVGTAYAVWTGIGAVGAAITGILLLGESASPARLLSLGLIVAGIIGLKLSTH. The pIC50 is 8.4.